From a dataset of Reaction yield outcomes from USPTO patents with 853,638 reactions. Predict the reaction yield, written as a fraction of the theoretical maximum amount of product (1.0 means a 100% yield; for example, 0.34 means a 34% yield). (1) The reactants are [Cl:1][C:2]1[C:3]([F:22])=[C:4]([C:12]2[CH:13]=[N:14][CH:15]=[C:16]([S:18]([CH3:21])(=[O:20])=[O:19])[CH:17]=2)[C:5]([OH:11])=[C:6]([C:8](=[O:10])[CH3:9])[CH:7]=1.[CH2:23](O)[CH3:24].C1(P(C2C=CC=CC=2)C2C=CC=CC=2)C=CC=CC=1.N(C(OC(C)C)=O)=NC(OC(C)C)=O. The catalyst is C1COCC1. The product is [Cl:1][C:2]1[C:3]([F:22])=[C:4]([C:12]2[CH:13]=[N:14][CH:15]=[C:16]([S:18]([CH3:21])(=[O:20])=[O:19])[CH:17]=2)[C:5]([O:11][CH2:23][CH3:24])=[C:6]([C:8](=[O:10])[CH3:9])[CH:7]=1. The yield is 0.870. (2) The reactants are [Br:1][C:2]1[CH:10]=[C:9]([F:11])[CH:8]=[C:7]([CH3:12])[C:3]=1[C:4](N)=[O:5].N([O-])=[O:14].[Na+].[N+]([O-])=O.O. The catalyst is S(=O)(=O)(O)O. The product is [Br:1][C:2]1[CH:10]=[C:9]([F:11])[CH:8]=[C:7]([CH3:12])[C:3]=1[C:4]([OH:14])=[O:5]. The yield is 0.970. (3) The reactants are C([O:3][CH2:4][CH2:5][CH2:6][N:7]1[C:12](=[O:13])[C:11]2[C:14]([CH2:28][C:29]3[CH:34]=[CH:33][C:32]([F:35])=[CH:31][CH:30]=3)=[C:15]([O:18][C:19]3[CH:24]=[CH:23][CH:22]=[CH:21][C:20]=3[CH:25]([CH3:27])[CH3:26])[CH:16]=[N:17][C:10]=2[N:9]([CH3:36])[C:8]1=[O:37])=O.O[Li].O. The catalyst is C1COCC1.O.CC(=O)OCC. The product is [F:35][C:32]1[CH:31]=[CH:30][C:29]([CH2:28][C:14]2[C:11]3[C:12](=[O:13])[N:7]([CH2:6][CH2:5][CH2:4][OH:3])[C:8](=[O:37])[N:9]([CH3:36])[C:10]=3[N:17]=[CH:16][C:15]=2[O:18][C:19]2[CH:24]=[CH:23][CH:22]=[CH:21][C:20]=2[CH:25]([CH3:26])[CH3:27])=[CH:34][CH:33]=1. The yield is 0.854. (4) The reactants are [O:1]1[CH2:6][CH2:5][N:4]([C:7]2[CH:19]=[CH:18][CH:17]=[CH:16][C:8]=2[O:9][CH2:10][C:11]([O:13]CC)=O)[CH2:3][CH2:2]1.[NH2:20][CH2:21][CH:22]([OH:34])[CH2:23][N:24]1[CH2:33][CH2:32][C:31]2[C:26](=[CH:27][CH:28]=[CH:29][CH:30]=2)[CH2:25]1. The catalyst is CCO. The product is [CH2:25]1[C:26]2[C:31](=[CH:30][CH:29]=[CH:28][CH:27]=2)[CH2:32][CH2:33][N:24]1[CH2:23][CH:22]([OH:34])[CH2:21][NH:20][C:11](=[O:13])[CH2:10][O:9][C:8]1[CH:16]=[CH:17][CH:18]=[CH:19][C:7]=1[N:4]1[CH2:3][CH2:2][O:1][CH2:6][CH2:5]1. The yield is 0.100. (5) The reactants are [CH3:1][O:2][C:3]1[CH:12]=[C:11]2[C:6]([C:7](=O)[CH2:8][C@H:9]([C:13]([OH:15])=[O:14])[CH2:10]2)=[CH:5][CH:4]=1.S(=O)(=O)(O)O. The catalyst is [Pd].C(O)(=O)C. The product is [CH3:1][O:2][C:3]1[CH:12]=[C:11]2[C:6]([CH2:7][CH2:8][C@H:9]([C:13]([OH:15])=[O:14])[CH2:10]2)=[CH:5][CH:4]=1. The yield is 0.650.